Dataset: Forward reaction prediction with 1.9M reactions from USPTO patents (1976-2016). Task: Predict the product of the given reaction. (1) Given the reactants [H-].[Na+].[CH3:3][C@@H:4]([OH:8])[C@H:5]([OH:7])[CH3:6].[NH2:9][C:10]1[C:18]2[C:17]([C:19]3[CH:24]=[CH:23][C:22]([Cl:25])=[C:21]([Cl:26])[CH:20]=3)=[N:16][C:15](S(C)=O)=[N:14][C:13]=2[S:12][C:11]=1[C:30]([NH2:32])=[O:31], predict the reaction product. The product is: [OH:7][C@H:5]([CH3:6])[C@@H:4]([CH3:3])[O:8][C:15]1[N:16]=[C:17]([C:19]2[CH:24]=[CH:23][C:22]([Cl:25])=[C:21]([Cl:26])[CH:20]=2)[C:18]2[C:10]([NH2:9])=[C:11]([C:30]([NH2:32])=[O:31])[S:12][C:13]=2[N:14]=1. (2) Given the reactants [C:1]([NH:5][C:6]([C:8]1[CH:9]=[C:10]([C:17]2[N:21]([CH2:22][CH:23]3[CH2:28][CH2:27][CH2:26][CH2:25][CH2:24]3)[C:20]([CH3:29])=[C:19]([C:30]([O:32]CC)=[O:31])[CH:18]=2)[N:11]2[C:16]=1[CH:15]=[CH:14][CH:13]=[CH:12]2)=[O:7])([CH3:4])([CH3:3])[CH3:2].CC([O-])(C)C.[K+], predict the reaction product. The product is: [C:1]([NH:5][C:6]([C:8]1[CH:9]=[C:10]([C:17]2[N:21]([CH2:22][CH:23]3[CH2:24][CH2:25][CH2:26][CH2:27][CH2:28]3)[C:20]([CH3:29])=[C:19]([C:30]([OH:32])=[O:31])[CH:18]=2)[N:11]2[C:16]=1[CH:15]=[CH:14][CH:13]=[CH:12]2)=[O:7])([CH3:4])([CH3:2])[CH3:3]. (3) Given the reactants [C:1]1([CH3:22])[CH:6]=[C:5]([CH3:7])[CH:4]=[C:3]([CH3:8])[C:2]=1[NH:9][C:10]1[S:11][C:12]2[C:18]([N+:19]([O-])=O)=[CH:17][CH:16]=[CH:15][C:13]=2[N:14]=1, predict the reaction product. The product is: [C:1]1([CH3:22])[CH:6]=[C:5]([CH3:7])[CH:4]=[C:3]([CH3:8])[C:2]=1[NH:9][C:10]1[S:11][C:12]2[C:18]([NH2:19])=[CH:17][CH:16]=[CH:15][C:13]=2[N:14]=1. (4) Given the reactants [Si]([O:8][C@H:9]([C:47]1[CH:56]=[CH:55][C:54]([OH:57])=[C:53]2[C:48]=1[CH:49]=[CH:50][C:51](=[O:58])[NH:52]2)[CH2:10][NH:11][CH2:12][CH2:13][CH2:14][CH2:15][CH2:16][CH2:17][CH2:18][CH2:19][CH2:20][N:21]1[CH2:26][CH2:25][CH:24]([CH2:27][N:28]2[CH:32]=[N:31][C:30]([C@:33]([CH:41]3[CH2:46][CH2:45][CH2:44][CH2:43][CH2:42]3)([OH:40])[C:34]3[CH:39]=[CH:38][CH:37]=[CH:36][CH:35]=3)=[N:29]2)[CH2:23][CH2:22]1)(C(C)(C)C)(C)C.[F-].[NH4+], predict the reaction product. The product is: [NH3:11].[CH:41]1([C@@:33]([OH:40])([C:34]2[CH:39]=[CH:38][CH:37]=[CH:36][CH:35]=2)[C:30]2[N:31]=[CH:32][N:28]([CH2:27][CH:24]3[CH2:25][CH2:26][N:21]([CH2:20][CH2:19][CH2:18][CH2:17][CH2:16][CH2:15][CH2:14][CH2:13][CH2:12][NH:11][CH2:10][C@@H:9]([C:47]4[CH:56]=[CH:55][C:54]([OH:57])=[C:53]5[C:48]=4[CH:49]=[CH:50][C:51](=[O:58])[NH:52]5)[OH:8])[CH2:22][CH2:23]3)[N:29]=2)[CH2:46][CH2:45][CH2:44][CH2:43][CH2:42]1. (5) Given the reactants [CH3:1][C:2]1[N:3]([CH:8]2[CH2:13][CH2:12][NH:11][CH2:10][CH2:9]2)[C:4]([CH3:7])=[CH:5][CH:6]=1.F[C:15]1[CH:23]=[CH:22][C:18]([C:19]([OH:21])=[O:20])=[CH:17][CH:16]=1.C(N([CH:30]([CH3:32])[CH3:31])CC)(C)C.[C:33](=O)([O-])[O-].[K+].[K+], predict the reaction product. The product is: [CH3:1][C:2]1[N:3]([CH:8]2[CH2:13][CH2:12][N:11]([C:22]3[CH:23]=[CH:15][CH:16]=[CH:17][C:18]=3[C:19]([O:21][C:30]([CH3:32])([CH3:33])[CH3:31])=[O:20])[CH2:10][CH2:9]2)[C:4]([CH3:7])=[CH:5][CH:6]=1. (6) Given the reactants [OH:1][CH2:2][CH2:3][N:4]1[CH:8]=[C:7]([CH2:9][C:10]([F:13])([F:12])[F:11])[N:6]=[C:5]1[CH:14]1[CH2:19][CH2:18][N:17]([C:20]2[C:21]3[C@H:29]([C:30]([F:33])([F:32])[F:31])[CH2:28][C:27](=[O:34])[NH:26][C:22]=3[N:23]=[CH:24][N:25]=2)[CH2:16][CH2:15]1.C(N(CC)CC)C.[CH3:42][S:43](Cl)(=[O:45])=[O:44], predict the reaction product. The product is: [CH3:42][S:43]([O:1][CH2:2][CH2:3][N:4]1[CH:8]=[C:7]([CH2:9][C:10]([F:12])([F:11])[F:13])[N:6]=[C:5]1[CH:14]1[CH2:15][CH2:16][N:17]([C:20]2[C:21]3[C@H:29]([C:30]([F:33])([F:32])[F:31])[CH2:28][C:27](=[O:34])[NH:26][C:22]=3[N:23]=[CH:24][N:25]=2)[CH2:18][CH2:19]1)(=[O:45])=[O:44]. (7) Given the reactants C1(C)C=CC(C(C2C=CC(C)=CC=2)S(CC(N)=O)=[O:9])=CC=1.[Br:22][C:23]1[CH:28]=[CH:27][C:26]([CH:29]([C:43]2[CH:48]=[CH:47][C:46]([Br:49])=[CH:45][CH:44]=2)[S:30][CH2:31][CH2:32][NH:33][CH2:34][CH2:35][CH2:36][C:37]2[CH:42]=[CH:41][CH:40]=[CH:39][CH:38]=2)=[CH:25][CH:24]=1, predict the reaction product. The product is: [Br:22][C:23]1[CH:24]=[CH:25][C:26]([CH:29]([C:43]2[CH:44]=[CH:45][C:46]([Br:49])=[CH:47][CH:48]=2)[S:30]([CH2:31][CH2:32][NH:33][CH2:34][CH2:35][CH2:36][C:37]2[CH:42]=[CH:41][CH:40]=[CH:39][CH:38]=2)=[O:9])=[CH:27][CH:28]=1.